Dataset: Catalyst prediction with 721,799 reactions and 888 catalyst types from USPTO. Task: Predict which catalyst facilitates the given reaction. (1) Reactant: [C:1]1(=[O:8])[O:7][C:5](=[O:6])[CH2:4][CH2:3][CH2:2]1.[CH:9]1[C:21]2[CH:20]([CH2:22][OH:23])[C:19]3[C:14](=[CH:15][CH:16]=[CH:17][CH:18]=3)[C:13]=2[CH:12]=[CH:11][CH:10]=1. Product: [CH:9]1[C:21]2[CH:20]([CH2:22][O:23][C:5]([CH2:4][CH2:3][CH2:2][C:1]([OH:7])=[O:8])=[O:6])[C:19]3[C:14](=[CH:15][CH:16]=[CH:17][CH:18]=3)[C:13]=2[CH:12]=[CH:11][CH:10]=1. The catalyst class is: 64. (2) Reactant: [F:1][C:2]1[C:11]([CH2:12][C:13]([O:15][CH3:16])=[O:14])=[C:10]2[C:5]([CH:6]=[CH:7][C:8](=[O:17])[NH:9]2)=[CH:4][CH:3]=1.[C:18](#N)C.C(N(CC)CC)C.C[Si](C=[N+]=[N-])(C)C. Product: [F:1][C:2]1[C:11]([CH2:12][C:13]([O:15][CH3:16])=[O:14])=[C:10]2[C:5]([CH:6]=[CH:7][C:8]([O:17][CH3:18])=[N:9]2)=[CH:4][CH:3]=1. The catalyst class is: 5. (3) Reactant: [NH:1]1[CH:5]=[CH:4][C:3]([C:6]2[CH:11]=[CH:10][CH:9]=[CH:8][C:7]=2[OH:12])=[N:2]1.C([O-])([O-])=O.[K+].[K+].Br[CH2:20][C:21]([O:23][CH2:24][CH3:25])=[O:22]. Product: [NH:1]1[CH:5]=[CH:4][C:3]([C:6]2[CH:11]=[CH:10][CH:9]=[CH:8][C:7]=2[O:12][CH2:20][C:21]([O:23][CH2:24][CH3:25])=[O:22])=[N:2]1. The catalyst class is: 144. (4) Reactant: [CH2:1]1[C:6]2([CH2:11][CH2:10][CH2:9][CH2:8][CH2:7]2)[CH2:5][CH2:4][CH:3]([OH:12])[CH2:2]1.[CH3:13][O:14][C:15]([C:17]1[CH:26]=[CH:25][C:24]2[C:19](=[CH:20][CH:21]=[C:22](O)[CH:23]=2)[CH:18]=1)=[O:16].C1(P(C2C=CC=CC=2)C2C=CC=CC=2)C=CC=CC=1.C1(C)C=CC=CC=1.N(C(OC(C)C)=O)=NC(OC(C)C)=O. Product: [CH2:5]1[C:6]2([CH2:7][CH2:8][CH2:9][CH2:10][CH2:11]2)[CH2:1][CH2:2][CH:3]([O:12][C:22]2[CH:23]=[C:24]3[C:19](=[CH:20][CH:21]=2)[CH:18]=[C:17]([C:15]([O:14][CH3:13])=[O:16])[CH:26]=[CH:25]3)[CH2:4]1. The catalyst class is: 4. (5) Reactant: ClC1C=CC(C(O)=O)=CC=1.[CH2:11]([O:13][C:14]([C@@:16]1([NH2:21])[CH2:18][C@H:17]1[CH:19]=[CH2:20])=[O:15])[CH3:12].[S:22](=[O:26])(=[O:25])([OH:24])[OH:23]. Product: [S:22]([OH:26])([OH:25])(=[O:24])=[O:23].[CH2:11]([O:13][C:14]([C@@:16]1([NH2:21])[CH2:18][C@H:17]1[CH:19]=[CH2:20])=[O:15])[CH3:12].[NH2:21][C@:16]1([C:14]([O:13][CH2:11][CH3:12])=[O:15])[CH2:18][C@H:17]1[CH:19]=[CH2:20]. The catalyst class is: 7. (6) Reactant: Br[C:2]1[C:10]2[C:9]([NH:11][C@H:12]([C:14]3[N:19]([C:20]4[CH:25]=[CH:24][CH:23]=[CH:22][CH:21]=4)[C:18](=[O:26])[C:17]4=[C:27]([CH3:30])[CH:28]=[CH:29][N:16]4[N:15]=3)[CH3:13])=[N:8][CH:7]=[N:6][C:5]=2[N:4]([CH2:31][O:32][CH2:33][CH2:34][Si:35]([CH3:38])([CH3:37])[CH3:36])[CH:3]=1.[CH3:39][C:40]1[CH:45]=[CH:44][C:43]([NH:46][S:47]([CH3:50])(=[O:49])=[O:48])=[CH:42][C:41]=1B1OC(C)(C)C(C)(C)O1.C(=O)([O-])[O-].[Na+].[Na+]. Product: [CH3:39][C:40]1[CH:41]=[CH:42][C:43]([NH:46][S:47]([CH3:50])(=[O:49])=[O:48])=[CH:44][C:45]=1[C:2]1[C:10]2[C:9]([NH:11][C@H:12]([C:14]3[N:19]([C:20]4[CH:25]=[CH:24][CH:23]=[CH:22][CH:21]=4)[C:18](=[O:26])[C:17]4=[C:27]([CH3:30])[CH:28]=[CH:29][N:16]4[N:15]=3)[CH3:13])=[N:8][CH:7]=[N:6][C:5]=2[N:4]([CH2:31][O:32][CH2:33][CH2:34][Si:35]([CH3:38])([CH3:37])[CH3:36])[CH:3]=1. The catalyst class is: 73.